This data is from Full USPTO retrosynthesis dataset with 1.9M reactions from patents (1976-2016). The task is: Predict the reactants needed to synthesize the given product. (1) Given the product [CH3:17][C:14]1([CH3:18])[CH2:15][O:16][C:11]([C:7]2[CH:6]=[C:5]3[C:10](=[CH:9][CH:8]=2)[C:2](=[O:1])[O:3][CH2:4]3)=[N:13]1, predict the reactants needed to synthesize it. The reactants are: [O:1]=[C:2]1[C:10]2[C:5](=[CH:6][C:7]([C:11]([NH:13][C:14]([CH3:18])([CH3:17])[CH2:15][OH:16])=O)=[CH:8][CH:9]=2)[CH2:4][O:3]1. (2) Given the product [C:33]([O:32][C:31]([NH:30][CH:10]([CH2:11][CH:12]([CH2:16][C:17]1[CH:22]=[CH:21][C:20]([CH3:23])=[C:19]([O:24][CH2:25][CH2:26][CH2:27][O:28][CH3:29])[CH:18]=1)[CH:13]([CH3:14])[CH3:15])[CH:6]([OH:7])[CH2:5][CH:4]([CH:1]([CH3:2])[CH3:3])[C:8]([NH:38][C@H:39]1[CH2:43][CH2:42][N:41]([C:44]([O:46][C:47]([CH3:50])([CH3:49])[CH3:48])=[O:45])[CH2:40]1)=[O:9])=[O:37])([CH3:34])([CH3:36])[CH3:35], predict the reactants needed to synthesize it. The reactants are: [CH:1]([CH:4]1[C:8](=[O:9])[O:7][CH:6]([CH:10]([NH:30][C:31](=[O:37])[O:32][C:33]([CH3:36])([CH3:35])[CH3:34])[CH2:11][CH:12]([CH2:16][C:17]2[CH:22]=[CH:21][C:20]([CH3:23])=[C:19]([O:24][CH2:25][CH2:26][CH2:27][O:28][CH3:29])[CH:18]=2)[CH:13]([CH3:15])[CH3:14])[CH2:5]1)([CH3:3])[CH3:2].[NH2:38][C@H:39]1[CH2:43][CH2:42][N:41]([C:44]([O:46][C:47]([CH3:50])([CH3:49])[CH3:48])=[O:45])[CH2:40]1. (3) The reactants are: [C:1]([O:5][C:6]([N:8]([C:45]([O:47][C:48]([CH3:51])([CH3:50])[CH3:49])=[O:46])[C:9]1[C:14]([C:15]2[O:19][C:18]([C:20]3[CH:25]=[CH:24][C:23]([CH2:26][N:27]([CH3:35])[C:28](=[O:34])[O:29][C:30]([CH3:33])([CH3:32])[CH3:31])=[CH:22][CH:21]=3)=[N:17][N:16]=2)=[CH:13][C:12](B2OC(C)(C)C(C)(C)O2)=[CH:11][N:10]=1)=[O:7])([CH3:4])([CH3:3])[CH3:2].Br[C:53]1[CH:58]=[CH:57][C:56]([S:59]([CH:62]([CH3:64])[CH3:63])(=[O:61])=[O:60])=[CH:55][N:54]=1.C([O-])([O-])=O.[Na+].[Na+]. Given the product [C:1]([O:5][C:6]([N:8]([C:45]([O:47][C:48]([CH3:49])([CH3:50])[CH3:51])=[O:46])[C:9]1[C:14]([C:15]2[O:19][C:18]([C:20]3[CH:25]=[CH:24][C:23]([CH2:26][N:27]([CH3:35])[C:28](=[O:34])[O:29][C:30]([CH3:33])([CH3:31])[CH3:32])=[CH:22][CH:21]=3)=[N:17][N:16]=2)=[CH:13][C:12]([C:53]2[CH:58]=[CH:57][C:56]([S:59]([CH:62]([CH3:64])[CH3:63])(=[O:60])=[O:61])=[CH:55][N:54]=2)=[CH:11][N:10]=1)=[O:7])([CH3:2])([CH3:3])[CH3:4], predict the reactants needed to synthesize it. (4) The reactants are: [Br:1][C:2]1[CH:9]=[C:8]([Br:10])[C:7]([O:11][C:12]2[CH:17]=[CH:16][C:15]([N+:18]([O-:20])=[O:19])=[CH:14][C:13]=2[F:21])=[CH:6][C:3]=1[CH:4]=O.[CH3:22][NH:23][NH2:24]. Given the product [Br:1][C:2]1[CH:9]=[C:8]([Br:10])[C:7]([O:11][C:12]2[CH:17]=[CH:16][C:15]([N+:18]([O-:20])=[O:19])=[CH:14][C:13]=2[F:21])=[CH:6][C:3]=1[CH:4]=[N:24][NH:23][CH3:22], predict the reactants needed to synthesize it. (5) The reactants are: [Br:1][C:2]1[CH:7]=[C:6]2[NH:8][CH2:9][C:10]3([CH2:13][S:12][CH2:11]3)[C:5]2=[CH:4][CH:3]=1.C(N(CC)CC)C.[C:21](Cl)([CH3:23])=[O:22].Cl. Given the product [C:21]([N:8]1[C:6]2[C:5](=[CH:4][CH:3]=[C:2]([Br:1])[CH:7]=2)[C:10]2([CH2:13][S:12][CH2:11]2)[CH2:9]1)(=[O:22])[CH3:23], predict the reactants needed to synthesize it. (6) The reactants are: [NH2:1][CH2:2][C@H:3]([NH:8][C:9]([O:11][C:12]([CH3:15])([CH3:14])[CH3:13])=[O:10])[C:4]([O:6][CH3:7])=[O:5].[C:16]([N:24]=[C:25]=[S:26])(=[O:23])[C:17]1[CH:22]=[CH:21][CH:20]=[CH:19][CH:18]=1. Given the product [C:16]([NH:24][C:25](=[S:26])[NH:1][CH2:2][C@H:3]([NH:8][C:9]([O:11][C:12]([CH3:15])([CH3:14])[CH3:13])=[O:10])[C:4]([O:6][CH3:7])=[O:5])(=[O:23])[C:17]1[CH:22]=[CH:21][CH:20]=[CH:19][CH:18]=1, predict the reactants needed to synthesize it. (7) Given the product [Si:36]([O:8][CH:6]1[CH2:5][CH:4]([C:9]([N:11]([C:13]2[N:14]=[C:15]3[CH:21]=[CH:20][N:19]([S:22]([C:25]4[CH:26]=[CH:27][C:28]([CH3:29])=[CH:30][CH:31]=4)(=[O:24])=[O:23])[C:16]3=[N:17][CH:18]=2)[NH2:12])=[O:10])[CH:3]([CH2:1][CH3:2])[CH2:7]1)([C:33]([CH3:35])([CH3:34])[CH3:32])([CH3:38])[CH3:37], predict the reactants needed to synthesize it. The reactants are: [CH2:1]([C@@H:3]1[CH2:7][C@H:6]([OH:8])[CH2:5][C@@H:4]1[C:9]([N:11]([C:13]1[N:14]=[C:15]2[CH:21]=[CH:20][N:19]([S:22]([C:25]3[CH:31]=[CH:30][C:28]([CH3:29])=[CH:27][CH:26]=3)(=[O:24])=[O:23])[C:16]2=[N:17][CH:18]=1)[NH2:12])=[O:10])[CH3:2].[CH3:32][C:33]([Si:36](Cl)([CH3:38])[CH3:37])([CH3:35])[CH3:34].N1C=CN=C1.